From a dataset of NCI-60 drug combinations with 297,098 pairs across 59 cell lines. Regression. Given two drug SMILES strings and cell line genomic features, predict the synergy score measuring deviation from expected non-interaction effect. (1) Drug 1: CCCCCOC(=O)NC1=NC(=O)N(C=C1F)C2C(C(C(O2)C)O)O. Drug 2: CC(C)CN1C=NC2=C1C3=CC=CC=C3N=C2N. Cell line: MDA-MB-231. Synergy scores: CSS=-3.70, Synergy_ZIP=2.02, Synergy_Bliss=-0.220, Synergy_Loewe=-2.73, Synergy_HSA=-4.45. (2) Drug 1: CC12CCC3C(C1CCC2O)C(CC4=C3C=CC(=C4)O)CCCCCCCCCS(=O)CCCC(C(F)(F)F)(F)F. Synergy scores: CSS=8.39, Synergy_ZIP=-2.75, Synergy_Bliss=-0.0277, Synergy_Loewe=-9.02, Synergy_HSA=-1.69. Drug 2: C1CCC(C(C1)N)N.C(=O)(C(=O)[O-])[O-].[Pt+4]. Cell line: UO-31. (3) Drug 1: CS(=O)(=O)C1=CC(=C(C=C1)C(=O)NC2=CC(=C(C=C2)Cl)C3=CC=CC=N3)Cl. Drug 2: C1C(C(OC1N2C=NC(=NC2=O)N)CO)O. Cell line: SW-620. Synergy scores: CSS=22.2, Synergy_ZIP=-2.64, Synergy_Bliss=0.0232, Synergy_Loewe=-28.7, Synergy_HSA=-2.02.